Dataset: Full USPTO retrosynthesis dataset with 1.9M reactions from patents (1976-2016). Task: Predict the reactants needed to synthesize the given product. (1) Given the product [CH2:1]([O:8][C:9]([N:11]1[CH2:15][CH2:14][CH2:13][CH:12]1[O:21][CH3:19])=[O:10])[C:2]1[CH:3]=[CH:4][CH:5]=[CH:6][CH:7]=1, predict the reactants needed to synthesize it. The reactants are: [CH2:1]([O:8][C:9]([N:11]1[CH2:15][CH2:14][CH2:13][C@H:12]1C(O)=O)=[O:10])[C:2]1[CH:7]=[CH:6][CH:5]=[CH:4][CH:3]=1.[C:19](OC1C(OC(=O)C)=C(I=O)C=CC=1)(=[O:21])C.II.CO. (2) Given the product [C:36]([CH2:37][NH:38][C:29](=[O:30])[CH:28]([N:26]1[CH:27]=[C:23]([C:21]2[CH:20]=[N:19][N:18]3[C:14]([C:10]4[CH:11]=[CH:12][CH:13]=[C:8]([NH:7][C:5]([NH:4][CH2:3][C:2]([F:33])([F:34])[F:1])=[O:6])[CH:9]=4)=[CH:15][N:16]=[C:17]3[CH:22]=2)[CH:24]=[N:25]1)[CH3:32])#[N:35], predict the reactants needed to synthesize it. The reactants are: [F:1][C:2]([F:34])([F:33])[CH2:3][NH:4][C:5]([NH:7][C:8]1[CH:9]=[C:10]([C:14]2[N:18]3[N:19]=[CH:20][C:21]([C:23]4[CH:24]=[N:25][N:26]([CH:28]([CH3:32])[C:29](O)=[O:30])[CH:27]=4)=[CH:22][C:17]3=[N:16][CH:15]=2)[CH:11]=[CH:12][CH:13]=1)=[O:6].[NH2:35][CH2:36][C:37]#[N:38]. (3) Given the product [NH2:28][C:27]1[CH:29]=[CH:30][C:24]([C:9]2[CH2:14][CH2:13][N:12]([C:15]([O:17][C:18]([CH3:19])([CH3:20])[CH3:21])=[O:16])[CH2:11][CH:10]=2)=[CH:25][C:26]=1[F:31], predict the reactants needed to synthesize it. The reactants are: CC1(C)C(C)(C)OB([C:9]2[CH2:14][CH2:13][N:12]([C:15]([O:17][C:18]([CH3:21])([CH3:20])[CH3:19])=[O:16])[CH2:11][CH:10]=2)O1.Br[C:24]1[CH:30]=[CH:29][C:27]([NH2:28])=[C:26]([F:31])[CH:25]=1.C(Cl)Cl.C([O-])([O-])=O.[K+].[K+].